This data is from Catalyst prediction with 721,799 reactions and 888 catalyst types from USPTO. The task is: Predict which catalyst facilitates the given reaction. (1) Reactant: [CH3:1][C:2]1[C:3]([C:9]2[CH:14]=[CH:13][CH:12]=[CH:11][N:10]=2)=[N:4][C:5]([NH2:8])=[CH:6][CH:7]=1.Br[C:16]1[CH:25]=[CH:24][CH:23]=[C:22]2[C:17]=1[CH2:18][CH2:19][N:20]([CH2:26][CH2:27][S:28]([CH3:31])(=[O:30])=[O:29])[CH2:21]2.CC1(C)C2C(=C(P(C3C=CC=CC=3)C3C=CC=CC=3)C=CC=2)OC2C(P(C3C=CC=CC=3)C3C=CC=CC=3)=CC=CC1=2.P([O-])([O-])([O-])=O.[K+].[K+].[K+]. Product: [CH3:1][C:2]1[C:3]([C:9]2[CH:14]=[CH:13][CH:12]=[CH:11][N:10]=2)=[N:4][C:5]([NH:8][C:16]2[C:17]3[CH2:18][CH2:19][N:20]([CH2:26][CH2:27][S:28]([CH3:31])(=[O:30])=[O:29])[CH2:21][C:22]=3[CH:23]=[CH:24][CH:25]=2)=[CH:6][CH:7]=1. The catalyst class is: 102. (2) Reactant: F[C:2]1[N:7]2[CH:8]=[C:9]([CH2:11][N:12]3[C@H:25]4[C@H:16]([CH2:17][CH2:18][C:19]5[C:24]4=[N:23][CH:22]=[CH:21][CH:20]=5)[CH2:15][CH2:14][CH2:13]3)[N:10]=[C:6]2[CH:5]=[CH:4][CH:3]=1.[NH:26]1[CH2:31][CH2:30][CH:29]([OH:32])[CH2:28][CH2:27]1. Product: [N:12]1([CH2:11][C:9]2[N:10]=[C:6]3[CH:5]=[CH:4][CH:3]=[C:2]([N:26]4[CH2:31][CH2:30][CH:29]([OH:32])[CH2:28][CH2:27]4)[N:7]3[CH:8]=2)[C@H:25]2[C@H:16]([CH2:17][CH2:18][C:19]3[C:24]2=[N:23][CH:22]=[CH:21][CH:20]=3)[CH2:15][CH2:14][CH2:13]1. The catalyst class is: 16. (3) Reactant: [CH:1]1([C:5]([C:7]2[CH:12]=[CH:11][C:10]([S:13][CH3:14])=[CH:9][CH:8]=2)=O)[CH2:4][CH2:3][CH2:2]1.C([O-])([O-])=O.[K+].[K+].C(O)COCCO.O.NN. Product: [CH:1]1([CH2:5][C:7]2[CH:8]=[CH:9][C:10]([S:13][CH3:14])=[CH:11][CH:12]=2)[CH2:2][CH2:3][CH2:4]1. The catalyst class is: 81. (4) Reactant: [NH:1]1[CH:13]2[CH:4]([CH2:5][CH2:6][C:7]3[CH:8]=[CH:9][CH:10]=[N:11][C:12]=32)[CH2:3][CH2:2]1.Cl[CH2:15][C:16]1[N:20]([C:21]([O:23][C:24]([CH3:27])([CH3:26])[CH3:25])=[O:22])[C:19]2[CH:28]=[CH:29][CH:30]=[CH:31][C:18]=2[N:17]=1.C(=O)([O-])[O-].[K+].[K+].[I-].[K+]. Product: [N:1]1([CH2:15][C:16]2[N:20]([C:21]([O:23][C:24]([CH3:27])([CH3:25])[CH3:26])=[O:22])[C:19]3[CH:28]=[CH:29][CH:30]=[CH:31][C:18]=3[N:17]=2)[C@@H:13]2[C@H:4]([CH2:5][CH2:6][C:7]3[CH:8]=[CH:9][CH:10]=[N:11][C:12]=32)[CH2:3][CH2:2]1.[N:1]1([CH2:15][C:16]2[N:20]([CH2:15][C:16]3[N:20]([C:21]([O:23][C:24]([CH3:27])([CH3:26])[CH3:25])=[O:22])[C:19]4[CH:28]=[CH:29][CH:30]=[CH:31][C:18]=4[N:17]=3)[C:19]3[CH:28]=[CH:29][CH:30]=[CH:31][C:18]=3[N:17]=2)[C@@H:13]2[C@H:4]([CH2:5][CH2:6][C:7]3[CH:8]=[CH:9][CH:10]=[N:11][C:12]=32)[CH2:3][CH2:2]1. The catalyst class is: 10. (5) Reactant: ClC1C=CC(N(CC)C([C@@H]2C3C(=CC=CC=3)N([C:21]([C:23]3[O:27][N:26]=[C:25]([CH3:28])[CH:24]=3)=[O:22])[C@@H](C)C2)=O)=CC=1.FC(F)(F)C1C=CC(C([Cl:40])=O)=CC=1.CC1C=C(C(O)=O)ON=1.C(Cl)(=O)C(Cl)=O.[OH-].[Li+].C(OC(C1ON=C(C)C=1)=O)C. Product: [CH3:28][C:25]1[CH:24]=[C:23]([C:21]([Cl:40])=[O:22])[O:27][N:26]=1. The catalyst class is: 306. (6) Reactant: [Cl:1][C:2]1[CH:3]=[C:4]([C:9]2([C:15](=[N:17][S:18]([C:20]([CH3:23])([CH3:22])[CH3:21])=[O:19])[CH3:16])[CH2:14][CH2:13][CH2:12][CH2:11][CH2:10]2)[CH:5]=[CH:6][C:7]=1[Cl:8]. Product: [Cl:1][C:2]1[CH:3]=[C:4]([C:9]2([CH:15]([NH:17][S:18]([C:20]([CH3:21])([CH3:23])[CH3:22])=[O:19])[CH3:16])[CH2:14][CH2:13][CH2:12][CH2:11][CH2:10]2)[CH:5]=[CH:6][C:7]=1[Cl:8]. The catalyst class is: 1. (7) Reactant: [NH2:1][C:2]1[N:6]([C:7]2[CH:8]=[C:9]([CH:16]=[CH:17][C:18]=2[CH3:19])[C:10]([NH:12][CH:13]2[CH2:15][CH2:14]2)=[O:11])[N:5]=[CH:4][C:3]=1[C:20](=[O:28])[C:21]1[CH:26]=[CH:25][CH:24]=[C:23]([OH:27])[CH:22]=1.Cl[CH2:30][CH:31]1[CH2:35][O:34][C:33]([CH3:37])([CH3:36])[O:32]1.C([O-])([O-])=O.[K+].[K+]. Product: [NH2:1][C:2]1[N:6]([C:7]2[CH:8]=[C:9]([CH:16]=[CH:17][C:18]=2[CH3:19])[C:10]([NH:12][CH:13]2[CH2:14][CH2:15]2)=[O:11])[N:5]=[CH:4][C:3]=1[C:20](=[O:28])[C:21]1[CH:26]=[CH:25][CH:24]=[C:23]([O:27][CH2:30][CH:31]2[CH2:35][O:34][C:33]([CH3:37])([CH3:36])[O:32]2)[CH:22]=1. The catalyst class is: 3.